Dataset: Reaction yield outcomes from USPTO patents with 853,638 reactions. Task: Predict the reaction yield, written as a fraction of the theoretical maximum amount of product (1.0 means a 100% yield; for example, 0.34 means a 34% yield). (1) The reactants are [CH3:1][C@@:2]1([OH:35])[C@@H:30]([CH2:31][OH:32])[O:29][C@@H:5]([O:6][C:7]2[CH:12]=[C:11]([CH2:13][O:14][CH:15]3[CH2:19][CH2:18][CH2:17][O:16]3)[CH:10]=[CH:9][C:8]=2[CH2:20][C:21]2[CH:26]=[CH:25][C:24]([O:27][CH3:28])=[CH:23][CH:22]=2)[C@H:4]([OH:33])[C@H:3]1[OH:34].[O:36]1[CH2:40][CH2:39][CH2:38][CH:37]1[O:41][CH2:42][C:43](OC[C@H]1O[C@@H](OC2C=C(COC3CCCO3)C=CC=2CC2C=CC(CC)=CC=2)[C@H](O)[C@@H](O)C1)=[O:44]. The product is [CH3:1][C@@:2]1([OH:35])[C@@H:30]([CH2:31][O:32][C:43](=[O:44])[CH2:42][O:41][CH:37]2[CH2:38][CH2:39][CH2:40][O:36]2)[O:29][C@@H:5]([O:6][C:7]2[CH:12]=[C:11]([CH2:13][O:14][CH:15]3[CH2:19][CH2:18][CH2:17][O:16]3)[CH:10]=[CH:9][C:8]=2[CH2:20][C:21]2[CH:26]=[CH:25][C:24]([O:27][CH3:28])=[CH:23][CH:22]=2)[C@H:4]([OH:33])[C@H:3]1[OH:34]. The catalyst is C(Cl)Cl. The yield is 0.380. (2) The reactants are [I:1](O)(=O)(=O)=O.[I-:6].[K+].[F:8][C:9]([F:21])([F:20])[C:10]1[CH:15]=[CH:14][C:13]([C:16]([F:19])([F:18])[F:17])=[CH:12][CH:11]=1. The catalyst is OS(O)(=O)=O. The product is [F:8][C:9]([F:20])([F:21])[C:10]1[CH:11]=[C:12]([I:6])[C:13]([C:16]([F:17])([F:18])[F:19])=[CH:14][C:15]=1[I:1]. The yield is 0.650. (3) The reactants are [CH2:1]([CH:7]([CH2:17][CH2:18][CH2:19][CH2:20][CH2:21][CH2:22][CH2:23][CH3:24])[CH2:8][C:9]1[S:13][C:12]([C:14](O)=[O:15])=[CH:11][CH:10]=1)[CH2:2][CH2:3][CH2:4][CH2:5][CH3:6].C(Cl)(=O)C([Cl:28])=O. The catalyst is C(Cl)Cl. The product is [CH2:1]([CH:7]([CH2:17][CH2:18][CH2:19][CH2:20][CH2:21][CH2:22][CH2:23][CH3:24])[CH2:8][C:9]1[S:13][C:12]([C:14]([Cl:28])=[O:15])=[CH:11][CH:10]=1)[CH2:2][CH2:3][CH2:4][CH2:5][CH3:6]. The yield is 0.880. (4) The reactants are [F:1][CH:2]([F:11])[O:3][C:4]1[C:5]([NH2:10])=[N:6][CH:7]=[CH:8][CH:9]=1.[Br:12]N1C(=O)CCC1=O. The catalyst is C(#N)C. The product is [Br:12][C:8]1[CH:9]=[C:4]([O:3][CH:2]([F:1])[F:11])[C:5]([NH2:10])=[N:6][CH:7]=1. The yield is 0.930. (5) The product is [Cl:25][C:22]1[CH:23]=[CH:24][C:19]([C@H:8]2[C@H:9]([OH:15])[C@@H:10]([OH:11])[C@H:5]([OH:4])[C@@H:6]([CH2:37][OH:38])[O:7]2)=[CH:20][C:21]=1[CH2:26][C:27]1[S:28][C:29]([C:32]2[O:33][CH:34]=[CH:35][CH:36]=2)=[N:30][N:31]=1. The catalyst is CO. The yield is 0.580. The reactants are C([O:4][C@H:5]1[C@H:10]([O:11]C(=O)C)[C@@H:9]([O:15]C(=O)C)[C@H:8]([C:19]2[CH:24]=[CH:23][C:22]([Cl:25])=[C:21]([CH2:26][C:27]3[S:28][C:29]([C:32]4[O:33][CH:34]=[CH:35][CH:36]=4)=[N:30][N:31]=3)[CH:20]=2)[O:7][C@H:6]1[CH2:37][O:38]C(=O)C)(=O)C.C[O-].[Na+].[H][H].